This data is from Catalyst prediction with 721,799 reactions and 888 catalyst types from USPTO. The task is: Predict which catalyst facilitates the given reaction. Reactant: [Li].[Br:2][C:3]1[CH:8]=[C:7]([F:9])[CH:6]=[CH:5][C:4]=1[C@H:10]1[C:15]([C:16]([O:18][C@H:19](C)C(OCC)=O)=[O:17])=[C:14]([CH2:26][N:27]2[CH2:32][CH2:31][O:30][CH2:29][CH2:28]2)[NH:13][C:12]([C:33]2[S:34][CH:35]=[CH:36][N:37]=2)=[N:11]1. The catalyst class is: 5. Product: [Br:2][C:3]1[CH:8]=[C:7]([F:9])[CH:6]=[CH:5][C:4]=1[C@H:10]1[C:15]([C:16]([O:18][CH3:19])=[O:17])=[C:14]([CH2:26][N:27]2[CH2:28][CH2:29][O:30][CH2:31][CH2:32]2)[NH:13][C:12]([C:33]2[S:34][CH:35]=[CH:36][N:37]=2)=[N:11]1.